Dataset: Catalyst prediction with 721,799 reactions and 888 catalyst types from USPTO. Task: Predict which catalyst facilitates the given reaction. Reactant: Br[CH2:2][C:3]([NH:5][C:6]1[CH:11]=[CH:10][CH:9]=[C:8]([C:12]2[CH:21]=[N:20][C:19]3[C:14](=[CH:15][CH:16]=[CH:17][CH:18]=3)[N:13]=2)[CH:7]=1)=[O:4].C(=O)([O-])[O-].[K+].[K+].[N:28]1[CH:33]=[CH:32][C:31]([N:34]2[CH2:39][CH2:38][NH:37][CH2:36][CH2:35]2)=[CH:30][CH:29]=1. Product: [N:28]1[CH:33]=[CH:32][C:31]([N:34]2[CH2:35][CH2:36][N:37]([CH2:2][C:3]([NH:5][C:6]3[CH:11]=[CH:10][CH:9]=[C:8]([C:12]4[CH:21]=[N:20][C:19]5[C:14](=[CH:15][CH:16]=[CH:17][CH:18]=5)[N:13]=4)[CH:7]=3)=[O:4])[CH2:38][CH2:39]2)=[CH:30][CH:29]=1. The catalyst class is: 10.